This data is from Forward reaction prediction with 1.9M reactions from USPTO patents (1976-2016). The task is: Predict the product of the given reaction. (1) Given the reactants [NH2:1][C:2]1[S:6][C:5]([C:7]([N:9]2[CH2:14][CH2:13][O:12][CH2:11][CH2:10]2)=[O:8])=[C:4]([Cl:15])[C:3]=1[CH3:16].[C:17](Cl)(Cl)=[O:18].[CH:21]1([CH2:24][C:25]2[S:29][C:28]([NH2:30])=[N:27][N:26]=2)[CH2:23][CH2:22]1, predict the reaction product. The product is: [Cl:15][C:4]1[C:3]([CH3:16])=[C:2]([NH:1][C:17]([NH:30][C:28]2[S:29][C:25]([CH2:24][CH:21]3[CH2:23][CH2:22]3)=[N:26][N:27]=2)=[O:18])[S:6][C:5]=1[C:7]([N:9]1[CH2:14][CH2:13][O:12][CH2:11][CH2:10]1)=[O:8]. (2) Given the reactants [CH3:1][O:2][C:3](=[O:26])[C@H:4]([O:14][C:15]1[CH:20]=[CH:19][C:18]([F:21])=[C:17]([C:22](=[O:24])[NH2:23])[C:16]=1[F:25])[CH2:5][O:6]CC1C=CC=CC=1, predict the reaction product. The product is: [CH3:1][O:2][C:3](=[O:26])[C@H:4]([O:14][C:15]1[CH:20]=[CH:19][C:18]([F:21])=[C:17]([C:22](=[O:24])[NH2:23])[C:16]=1[F:25])[CH2:5][OH:6]. (3) Given the reactants [C:1]([NH:5][C:6]1[O:7][C:8]([C:11]2[CH:12]=[C:13]3[C:17](=[CH:18][CH:19]=2)[N:16](S(C2C=CC(C)=CC=2)(=O)=O)[CH:15]=[C:14]3B2OC(C)(C)C(C)(C)O2)=[N:9][N:10]=1)([CH3:4])([CH3:3])[CH3:2].Br[C:40]1[S:41][C:42]([C:45]([NH2:47])=[O:46])=[CH:43][N:44]=1.ClC1SC(C(N)=O)=CN=1, predict the reaction product. The product is: [C:1]([NH:5][C:6]1[O:7][C:8]([C:11]2[CH:12]=[C:13]3[C:17](=[CH:18][CH:19]=2)[NH:16][CH:15]=[C:14]3[C:40]2[S:41][C:42]([C:45]([NH2:47])=[O:46])=[CH:43][N:44]=2)=[N:9][N:10]=1)([CH3:4])([CH3:2])[CH3:3]. (4) Given the reactants [Cl:1][C:2]1[S:3][C:4]([Cl:14])=[C:5]([Cl:13])[C:6]=1[C@@H:7]1[CH2:9][C@H:8]1[C:10](=O)[CH3:11].N1C=CC=CC=1.Cl.[CH3:22][O:23][NH2:24], predict the reaction product. The product is: [CH3:22][O:23][N:24]=[C:10]([C@@H:8]1[CH2:9][C@H:7]1[C:6]1[C:5]([Cl:13])=[C:4]([Cl:14])[S:3][C:2]=1[Cl:1])[CH3:11]. (5) Given the reactants [CH3:1][O:2][C:3]1[N:8]=[CH:7][C:6]([NH:9][C:10](=[O:12])[CH3:11])=[C:5]([NH:13][C:14]2[CH:19]=[CH:18][C:17]([N:20]3[CH2:25][CH2:24][NH:23][CH2:22][CH2:21]3)=[CH:16][CH:15]=2)[CH:4]=1.[CH3:26][C:27]([CH3:34])([CH:32]=O)[C:28]([O:30][CH3:31])=[O:29].C(O[BH-](OC(=O)C)OC(=O)C)(=O)C.[Na+].C(=O)([O-])O.[Na+], predict the reaction product. The product is: [C:10]([NH:9][C:6]1[C:5]([NH:13][C:14]2[CH:15]=[CH:16][C:17]([N:20]3[CH2:21][CH2:22][N:23]([CH2:26][C:27]([CH3:34])([CH3:32])[C:28]([O:30][CH3:31])=[O:29])[CH2:24][CH2:25]3)=[CH:18][CH:19]=2)=[CH:4][C:3]([O:2][CH3:1])=[N:8][CH:7]=1)(=[O:12])[CH3:11]. (6) Given the reactants O=[C:2]1[CH2:7][CH2:6][N:5]([C:8]([O:10][CH2:11][C:12]2[CH:17]=[CH:16][CH:15]=[CH:14][CH:13]=2)=[O:9])[CH2:4][CH2:3]1.[NH:18]([C:20]([O:22][C:23]([CH3:26])([CH3:25])[CH3:24])=[O:21])[NH2:19], predict the reaction product. The product is: [C:23]([O:22][C:20]([NH:18][N:19]=[C:2]1[CH2:7][CH2:6][N:5]([C:8]([O:10][CH2:11][C:12]2[CH:17]=[CH:16][CH:15]=[CH:14][CH:13]=2)=[O:9])[CH2:4][CH2:3]1)=[O:21])([CH3:26])([CH3:25])[CH3:24].